This data is from Catalyst prediction with 721,799 reactions and 888 catalyst types from USPTO. The task is: Predict which catalyst facilitates the given reaction. (1) Reactant: [CH3:1][O:2][C:3]1[CH:10]=[C:9]([O:11][CH3:12])[CH:8]=[CH:7][C:4]=1[CH2:5][NH2:6].C[Al](C)C.[Cl:17][C:18]1[CH:23]=[CH:22][C:21]([C:24]2[S:25][C:26]3[C:32](=[O:33])[O:31][CH2:30][CH2:29][C:27]=3[N:28]=2)=[CH:20][CH:19]=1. Product: [CH3:1][O:2][C:3]1[CH:10]=[C:9]([O:11][CH3:12])[CH:8]=[CH:7][C:4]=1[CH2:5][NH:6][C:32]([C:26]1[S:25][C:24]([C:21]2[CH:22]=[CH:23][C:18]([Cl:17])=[CH:19][CH:20]=2)=[N:28][C:27]=1[CH2:29][CH2:30][OH:31])=[O:33]. The catalyst class is: 2. (2) Reactant: [C:1]([N:4]1[CH2:28][CH2:27][C:7]2([N:11]([CH2:12][C:13]3[CH:18]=[CH:17][CH:16]=[CH:15][CH:14]=3)[C:10](=[O:19])[C@H:9]([CH2:20][C:21]3[CH:26]=[CH:25][CH:24]=[CH:23][CH:22]=3)[NH:8]2)[CH2:6][CH2:5]1)(=[O:3])[CH3:2].O.C[Si]([Cl:34])(C)C. Product: [ClH:34].[C:1]([N:4]1[CH2:5][CH2:6][C:7]2([N:11]([CH2:12][C:13]3[CH:18]=[CH:17][CH:16]=[CH:15][CH:14]=3)[C:10](=[O:19])[C@H:9]([CH2:20][C:21]3[CH:22]=[CH:23][CH:24]=[CH:25][CH:26]=3)[NH:8]2)[CH2:27][CH2:28]1)(=[O:3])[CH3:2]. The catalyst class is: 573. (3) Reactant: BrC1C=CC(S(O[CH2:12][C@@H:13]2[O:27][C:17]3=[C:18]4[C:23](=[CH:24][CH:25]=[C:16]3[O:15][CH2:14]2)[N:22]=[C:21]([CH3:26])[CH:20]=[CH:19]4)(=O)=O)=CC=1.[NH2:28][CH2:29][CH2:30][CH2:31][OH:32].CCN(CC)CC. Product: [CH3:26][C:21]1[CH:20]=[CH:19][C:18]2[C:23](=[CH:24][CH:25]=[C:16]3[O:15][CH2:14][C@H:13]([CH2:12][NH:28][CH2:29][CH2:30][CH2:31][OH:32])[O:27][C:17]3=2)[N:22]=1. The catalyst class is: 549.